Dataset: Forward reaction prediction with 1.9M reactions from USPTO patents (1976-2016). Task: Predict the product of the given reaction. (1) Given the reactants [CH2:1]([O:3][C:4]1[C:13]2[C:8](=[CH:9][CH:10]=[C:11](/[CH:14]=[C:15]3/[C:16](=[O:22])[N:17]=[C:18](SC)[S:19]/3)[CH:12]=2)[N:7]=[CH:6][C:5]=1[C:23]#[N:24])[CH3:2].[CH:25]1([NH2:28])[CH2:27][CH2:26]1.CCN(C(C)C)C(C)C, predict the reaction product. The product is: [CH:25]1([NH:28][C:18]2[S:19]/[C:15](=[CH:14]\[C:11]3[CH:12]=[C:13]4[C:8](=[CH:9][CH:10]=3)[N:7]=[CH:6][C:5]([C:23]#[N:24])=[C:4]4[O:3][CH2:1][CH3:2])/[C:16](=[O:22])[N:17]=2)[CH2:27][CH2:26]1. (2) The product is: [Cl:8][C:6]1[C:5]([C:9]([F:12])([F:11])[F:10])=[CH:4][N:3]=[C:2]([NH:15][C:16]2[CH:21]=[CH:20][C:19]([N:22]3[CH2:27][CH2:26][N:25]([C:28]([O:30][C:31]([CH3:32])([CH3:33])[CH3:34])=[O:29])[CH2:24][CH2:23]3)=[CH:18][C:17]=2[O:35][CH3:36])[N:7]=1. Given the reactants Cl[C:2]1[N:7]=[C:6]([Cl:8])[C:5]([C:9]([F:12])([F:11])[F:10])=[CH:4][N:3]=1.N#N.[NH2:15][C:16]1[CH:21]=[CH:20][C:19]([N:22]2[CH2:27][CH2:26][N:25]([C:28]([O:30][C:31]([CH3:34])([CH3:33])[CH3:32])=[O:29])[CH2:24][CH2:23]2)=[CH:18][C:17]=1[O:35][CH3:36].C(N(CC)CC)C, predict the reaction product. (3) Given the reactants [OH:1][C:2]1[CH:7]=[CH:6][C:5]([C:8]2[N:9]=[C:10]3[CH:15]=[CH:14][C:13]([I:16])=[CH:12][N:11]3[CH:17]=2)=[CH:4][CH:3]=1.C(=O)([O-])[O-].[K+].[K+].[F:24][CH2:25][CH2:26]OS(C1C=CC(C)=CC=1)(=O)=O.O, predict the reaction product. The product is: [F:24][CH2:25][CH2:26][O:1][C:2]1[CH:3]=[CH:4][C:5]([C:8]2[N:9]=[C:10]3[CH:15]=[CH:14][C:13]([I:16])=[CH:12][N:11]3[CH:17]=2)=[CH:6][CH:7]=1. (4) Given the reactants [N:1]1[CH:6]=[CH:5][CH:4]=[CH:3][C:2]=1[NH:7][C:8](=[S:12])SCC.[CH3:13][N:14]([CH3:19])[CH2:15][CH2:16][CH2:17][NH2:18], predict the reaction product. The product is: [CH3:13][N:14]([CH3:19])[CH2:15][CH2:16][CH2:17][NH:18][C:8]([NH:7][C:2]1[CH:3]=[CH:4][CH:5]=[CH:6][N:1]=1)=[S:12]. (5) Given the reactants [CH:1]1[C:13]2[N:12]([C:14]3[CH:19]=[CH:18][C:17]([C:20](=O)[CH3:21])=[CH:16][CH:15]=3)[C:11]3[C:6](=[CH:7][CH:8]=[CH:9][CH:10]=3)[C:5]=2[CH:4]=[CH:3][CH:2]=1.[NH2:23][C:24]1[CH:37]=[CH:36][CH:35]=[CH:34][C:25]=1[C:26]([C:28]1[CH:33]=[CH:32][CH:31]=[CH:30][CH:29]=1)=O.P([O-])(OC1C=CC=CC=1)(OC1C=CC=CC=1)=O.C1C(O)=CC=CC=1C, predict the reaction product. The product is: [C:28]1([C:26]2[C:25]3[C:24](=[CH:37][CH:36]=[CH:35][CH:34]=3)[N:23]=[C:20]([C:17]3[CH:16]=[CH:15][C:14]([N:12]4[C:13]5[CH:1]=[CH:2][CH:3]=[CH:4][C:5]=5[C:6]5[C:11]4=[CH:10][CH:9]=[CH:8][CH:7]=5)=[CH:19][CH:18]=3)[CH:21]=2)[CH:29]=[CH:30][CH:31]=[CH:32][CH:33]=1. (6) Given the reactants [CH:1]([C@H:4]([CH2:8]/[CH:9]=[CH:10]/[CH2:11][C@H:12]([C:16](=O)[C:17]1[CH:22]=[CH:21][C:20]([O:23][CH3:24])=[C:19]([O:25][CH2:26][CH2:27][CH2:28][O:29][CH3:30])[CH:18]=1)[CH:13]([CH3:15])[CH3:14])[C:5]([OH:7])=[O:6])([CH3:3])[CH3:2].C([SiH](CC)CC)C.O, predict the reaction product. The product is: [CH:1]([C@H:4]([CH2:8]/[CH:9]=[CH:10]/[CH2:11][C@H:12]([CH2:16][C:17]1[CH:22]=[CH:21][C:20]([O:23][CH3:24])=[C:19]([O:25][CH2:26][CH2:27][CH2:28][O:29][CH3:30])[CH:18]=1)[CH:13]([CH3:15])[CH3:14])[C:5]([OH:7])=[O:6])([CH3:2])[CH3:3]. (7) Given the reactants Br[C:2]1[CH:11]=[CH:10][C:9]2[N:8]=[CH:7][C:6]3[N:12]([CH3:23])[C:13](=[O:22])[N:14]([C:15]4[C:16]([CH3:21])=[N:17][N:18]([CH3:20])[CH:19]=4)[C:5]=3[C:4]=2[CH:3]=1.[CH2:24]([O:26][C:27]1[N:32]=[CH:31][C:30](B(O)O)=[CH:29][CH:28]=1)[CH3:25], predict the reaction product. The product is: [CH3:20][N:18]1[CH:19]=[C:15]([N:14]2[C:5]3[C:4]4[CH:3]=[C:2]([C:30]5[CH:31]=[N:32][C:27]([O:26][CH2:24][CH3:25])=[CH:28][CH:29]=5)[CH:11]=[CH:10][C:9]=4[N:8]=[CH:7][C:6]=3[N:12]([CH3:23])[C:13]2=[O:22])[C:16]([CH3:21])=[N:17]1. (8) Given the reactants [P:1]([Cl:5])(Cl)([Cl:3])=[O:2].[C:6]([C:10]1[CH:11]=[C:12]([OH:24])[C:13]2[C:18]([CH:19]=1)=[CH:17][CH:16]=[C:15]([C:20]([CH3:23])([CH3:22])[CH3:21])[CH:14]=2)([CH3:9])([CH3:8])[CH3:7].C(N(CC)CC)C, predict the reaction product. The product is: [P:1]([Cl:5])([Cl:3])(=[O:2])[O:24][C:12]1[C:13]2[C:18](=[CH:17][CH:16]=[C:15]([C:20]([CH3:22])([CH3:21])[CH3:23])[CH:14]=2)[CH:19]=[C:10]([C:6]([CH3:9])([CH3:8])[CH3:7])[CH:11]=1. (9) Given the reactants [Br:1][C:2]1[CH:13]=[CH:12][C:5]2[N:6]=C(C)O[C:9](=[O:10])[C:4]=2[CH:3]=1.[CH2:14]([C:18]1[CH:23]=[CH:22][C:21]([Mg]Br)=[CH:20][CH:19]=1)[CH2:15][CH2:16][CH3:17].Cl.[OH-].[Na+], predict the reaction product. The product is: [NH2:6][C:5]1[CH:12]=[CH:13][C:2]([Br:1])=[CH:3][C:4]=1[C:9]([C:21]1[CH:22]=[CH:23][C:18]([CH2:14][CH2:15][CH2:16][CH3:17])=[CH:19][CH:20]=1)=[O:10]. (10) The product is: [F:40][CH:2]([F:1])[C:3]1[N:7]([C:8]2[N:13]=[C:12]([N:14]3[CH2:15][CH2:16][O:17][CH2:18][CH2:19]3)[N:11]=[C:10]([NH:20][CH:21]3[CH2:26][CH2:25][NH:24][CH2:23][CH2:22]3)[N:9]=2)[C:6]2[CH:34]=[CH:35][CH:36]=[C:37]([O:38][CH3:39])[C:5]=2[N:4]=1. Given the reactants [F:1][CH:2]([F:40])[C:3]1[N:7]([C:8]2[N:13]=[C:12]([N:14]3[CH2:19][CH2:18][O:17][CH2:16][CH2:15]3)[N:11]=[C:10]([NH:20][CH:21]3[CH2:26][CH2:25][N:24](C(OC(C)(C)C)=O)[CH2:23][CH2:22]3)[N:9]=2)[C:6]2[CH:34]=[CH:35][CH:36]=[C:37]([O:38][CH3:39])[C:5]=2[N:4]=1.C(O)(C(F)(F)F)=O, predict the reaction product.